Dataset: Catalyst prediction with 721,799 reactions and 888 catalyst types from USPTO. Task: Predict which catalyst facilitates the given reaction. (1) Reactant: [F-].C([N+](CCCC)(CCCC)CCCC)CCC.C([Si](C)(C)[O:24][C:25]1[CH:26]=[C:27]([CH2:31][CH2:32][N:33]([CH2:47][CH2:48][CH2:49][CH2:50][CH2:51][CH2:52][CH3:53])[C:34]([NH:36][C:37]2[CH:42]=[CH:41][C:40]([O:43][CH3:44])=[CH:39][C:38]=2[O:45][CH3:46])=[O:35])[CH:28]=[CH:29][CH:30]=1)(C)(C)C.O1CCCC1. Product: [CH3:46][O:45][C:38]1[CH:39]=[C:40]([O:43][CH3:44])[CH:41]=[CH:42][C:37]=1[NH:36][C:34](=[O:35])[N:33]([CH2:47][CH2:48][CH2:49][CH2:50][CH2:51][CH2:52][CH3:53])[CH2:32][CH2:31][C:27]1[CH:28]=[CH:29][CH:30]=[C:25]([OH:24])[CH:26]=1. The catalyst class is: 6. (2) Reactant: CON(C)[C:4]([C:6]1[C:15](=[O:16])[C:14]2[C:9](=[CH:10][CH:11]=[CH:12][CH:13]=2)[N:8]([CH2:17][C:18]2[CH:23]=[CH:22][CH:21]=[C:20]([Br:24])[N:19]=2)[CH:7]=1)=[O:5].[CH2:26]([C:28]1[CH:33]=[CH:32][C:31](I)=[CH:30][N:29]=1)[CH3:27].C([Mg]Cl)(C)C. Product: [Br:24][C:20]1[N:19]=[C:18]([CH2:17][N:8]2[C:9]3[C:14](=[CH:13][CH:12]=[CH:11][CH:10]=3)[C:15](=[O:16])[C:6]([C:4]([C:31]3[CH:30]=[N:29][C:28]([CH2:26][CH3:27])=[CH:33][CH:32]=3)=[O:5])=[CH:7]2)[CH:23]=[CH:22][CH:21]=1. The catalyst class is: 1. (3) Reactant: [ClH:1].[CH3:2][C:3]([CH3:24])([CH3:23])[CH2:4][O:5][C:6]1[CH:7]=[CH:8][C:9]([N:12]2[C:16](=[O:17])[C:15]([N:18]3[CH:22]=[CH:21][N:20]=[N:19]3)=[CH:14][NH:13]2)=[N:10][CH:11]=1. Product: [ClH:1].[CH3:2][C:3]([CH3:24])([CH3:23])[CH2:4][O:5][C:6]1[CH:7]=[CH:8][C:9]([N:12]2[C:16](=[O:17])[C:15]([N:18]3[CH:22]=[CH:21][N:20]=[N:19]3)=[CH:14][NH:13]2)=[N:10][CH:11]=1. The catalyst class is: 12. (4) Reactant: [F:1][C:2]1[CH:7]=[CH:6][C:5]([CH:8]2[CH2:10][O:9]2)=[CH:4][CH:3]=1.[CH3:11][O:12][C:13]1[CH:22]=[CH:21][C:20]2[C:15](=[CH:16][CH:17]=[CH:18][CH:19]=2)[C:14]=1[CH2:23][CH2:24][CH2:25][CH2:26][N:27]1[CH2:32][CH2:31][NH:30][CH2:29][CH2:28]1. Product: [OH:9][CH:8]([C:5]1[CH:6]=[CH:7][C:2]([F:1])=[CH:3][CH:4]=1)[CH2:10][N:30]1[CH2:29][CH2:28][N:27]([CH2:26][CH2:25][CH2:24][CH2:23][C:14]2[C:15]3[C:20](=[CH:19][CH:18]=[CH:17][CH:16]=3)[CH:21]=[CH:22][C:13]=2[O:12][CH3:11])[CH2:32][CH2:31]1. The catalyst class is: 8. (5) Reactant: ClC(Cl)(O[C:5](=[O:11])[O:6][C:7](Cl)(Cl)Cl)Cl.C([O:17][C:18]1[C:23](=[O:24])[N:22]([CH3:25])[C:21]([C:26]2[S:27][CH:28]=[CH:29][C:30]=2[NH2:31])=[N:20][C:19]=1[C:32]([O:34]C)=[O:33])(C)(C)C.[Cl:36][C:37]1[CH:44]=[CH:43][CH:42]=[CH:41][C:38]=1CO.C(N(CC)CC)C. Product: [Cl:36][C:37]1[CH:44]=[CH:43][CH:42]=[CH:41][C:38]=1[CH2:7][O:6][C:5]([NH:31][C:30]1[CH:29]=[CH:28][S:27][C:26]=1[C:21]1[N:22]([CH3:25])[C:23](=[O:24])[C:18]([OH:17])=[C:19]([C:32]([OH:34])=[O:33])[N:20]=1)=[O:11]. The catalyst class is: 12. (6) Reactant: Cl.Cl.[NH2:3][CH:4]([C:16]1[CH:21]=[CH:20][CH:19]=[CH:18][CH:17]=1)[C:5]([O:7][C@@H:8]1[CH:13]2[CH2:14][CH2:15][N:10]([CH2:11][CH2:12]2)[CH2:9]1)=[O:6].[NH4+].[OH-]. Product: [N:10]12[CH2:11][CH2:12][CH:13]([CH2:14][CH2:15]1)[C@@H:8]([O:7][C:5](=[O:6])[CH:4]([NH2:3])[C:16]1[CH:21]=[CH:20][CH:19]=[CH:18][CH:17]=1)[CH2:9]2. The catalyst class is: 5. (7) Reactant: [O:1]1[C:5]2([CH2:10][CH2:9][CH:8]([OH:11])[CH2:7][CH2:6]2)[O:4][CH2:3][CH2:2]1.C(N(CC)CC)C.[CH3:19][S:20](Cl)(=[O:22])=[O:21].C([O-])(O)=O.[Na+]. Product: [CH3:19][S:20]([O:11][CH:8]1[CH2:9][CH2:10][C:5]2([O:4][CH2:3][CH2:2][O:1]2)[CH2:6][CH2:7]1)(=[O:22])=[O:21]. The catalyst class is: 2.